The task is: Predict the reactants needed to synthesize the given product.. This data is from Full USPTO retrosynthesis dataset with 1.9M reactions from patents (1976-2016). (1) Given the product [F:1][C:2]1[CH:3]=[C:4]([NH2:16])[C:5]2[CH:11]=[CH:12][NH:13][C:6]=2[CH:7]=1, predict the reactants needed to synthesize it. The reactants are: [F:1][C:2]1[CH:7]=[C:6]([N+]([O-])=O)[C:5]([CH:11]=[CH:12][N:13](C)C)=[C:4]([N+:16]([O-])=O)[CH:3]=1. (2) Given the product [OH:16][C:12]1[CH:11]=[C:10]([C:2]([CH3:1])([CH2:8][CH3:9])[CH2:3][C:4]([O:6][CH3:7])=[O:5])[CH:15]=[CH:14][CH:13]=1, predict the reactants needed to synthesize it. The reactants are: [CH3:1][C:2]([C:10]1[CH:15]=[CH:14][CH:13]=[C:12]([O:16]CC2C=CC=CC=2)[CH:11]=1)([CH2:8][CH3:9])[CH2:3][C:4]([O:6][CH3:7])=[O:5]. (3) The reactants are: Cl.Cl.Cl.[O:4]1[C:12]2[CH:11]=[CH:10][N:9]=[C:8]([N:13]3[CH2:18][CH2:17][N:16]([CH2:19][CH2:20][C@H:21]4[CH2:26][CH2:25][C@H:24]([NH2:27])[CH2:23][CH2:22]4)[CH2:15][CH2:14]3)[C:7]=2[CH2:6][CH2:5]1.[N:28]1[C:37]2[C:32](=[CH:33][C:34]([C:38](O)=[O:39])=[CH:35][CH:36]=2)[CH:31]=[CH:30][CH:29]=1. Given the product [O:4]1[C:12]2[CH:11]=[CH:10][N:9]=[C:8]([N:13]3[CH2:18][CH2:17][N:16]([CH2:19][CH2:20][C@H:21]4[CH2:26][CH2:25][C@H:24]([NH:27][C:38]([C:34]5[CH:33]=[C:32]6[C:37](=[CH:36][CH:35]=5)[N:28]=[CH:29][CH:30]=[CH:31]6)=[O:39])[CH2:23][CH2:22]4)[CH2:15][CH2:14]3)[C:7]=2[CH2:6][CH2:5]1, predict the reactants needed to synthesize it. (4) Given the product [CH3:10][O:9][C:7]([C:5]1[S:6][C:2]([C:19]2[N:18]([C:16]([O:15][C:11]([CH3:14])([CH3:13])[CH3:12])=[O:17])[CH:22]=[CH:21][CH:20]=2)=[CH:3][CH:4]=1)=[O:8], predict the reactants needed to synthesize it. The reactants are: Br[C:2]1[S:6][C:5]([C:7]([O:9][CH3:10])=[O:8])=[CH:4][CH:3]=1.[C:11]([O:15][C:16]([N:18]1[CH:22]=[CH:21][CH:20]=[C:19]1B(O)O)=[O:17])([CH3:14])([CH3:13])[CH3:12].C(=O)([O-])[O-].[Na+].[Na+]. (5) Given the product [Cl:37][C:33]1[N:32]=[CH:31][N:30]=[C:29]2[C:34]=1[N:35]=[CH:36][N:28]2[C@@H:6]1[O:7][C@H:8]2[C@@H:9]([O:10][Si:11]([CH:22]([CH3:24])[CH3:23])([CH:25]([CH3:27])[CH3:26])[O:12][Si:13]([CH:19]([CH3:20])[CH3:21])([CH:16]([CH3:17])[CH3:18])[O:14][CH2:15]2)[C@@H:5]1[OH:4], predict the reactants needed to synthesize it. The reactants are: C([O:4][C@H:5]1[C@@H:9]2[O:10][Si:11]([CH:25]([CH3:27])[CH3:26])([CH:22]([CH3:24])[CH3:23])[O:12][Si:13]([CH:19]([CH3:21])[CH3:20])([CH:16]([CH3:18])[CH3:17])[O:14][CH2:15][C@H:8]2[O:7][C@H:6]1[N:28]1[CH:36]=[N:35][C:34]2[C:29]1=[N:30][CH:31]=[N:32][C:33]=2[Cl:37])(=O)C.